This data is from Full USPTO retrosynthesis dataset with 1.9M reactions from patents (1976-2016). The task is: Predict the reactants needed to synthesize the given product. (1) Given the product [OH:24][C@H:21]1[CH2:22][CH2:23][N:19]([CH:6]2[CH2:11][CH2:10][N:9]([C:12]([O:14][C:15]([CH3:18])([CH3:17])[CH3:16])=[O:13])[CH2:8][CH2:7]2)[CH2:20]1, predict the reactants needed to synthesize it. The reactants are: C(O)(=O)C.O=[C:6]1[CH2:11][CH2:10][N:9]([C:12]([O:14][C:15]([CH3:18])([CH3:17])[CH3:16])=[O:13])[CH2:8][CH2:7]1.[NH:19]1[CH2:23][CH2:22][C@H:21]([OH:24])[CH2:20]1.C(O[BH-](OC(=O)C)OC(=O)C)(=O)C.[Na+]. (2) The reactants are: [F:1][C:2]([F:31])([F:30])[C:3]1[CH:4]=[C:5]([CH:27]=[CH:28][CH:29]=1)[CH2:6][C:7]1[S:8][C:9]2[CH:15]=[CH:14][CH:13]=[C:12]([C:16]3[CH:17]=[C:18]([CH:24]=[CH:25][CH:26]=3)[C:19]([O:21]CC)=[O:20])[C:10]=2[CH:11]=1.[F:32][C:33]([F:60])([F:59])[C:34]1[CH:35]=[C:36]([CH:56]=[CH:57][CH:58]=1)[CH2:37][C:38]1[S:39][C:40]2[CH:46]=[CH:45][CH:44]=[C:43]([C:47]3[CH:48]=[C:49]([CH:53]=[CH:54][CH:55]=3)[C:50]([OH:52])=O)[C:41]=2[CH:42]=1.[CH3:61][O:62][CH2:63][CH2:64][NH2:65]. Given the product [F:30][C:2]([F:1])([F:31])[C:3]1[CH:4]=[C:5]([CH:27]=[CH:28][CH:29]=1)[CH2:6][C:7]1[S:8][C:9]2[CH:15]=[CH:14][CH:13]=[C:12]([C:16]3[CH:17]=[C:18]([CH:24]=[CH:25][CH:26]=3)[C:19]([OH:21])=[O:20])[C:10]=2[CH:11]=1.[CH3:61][O:62][CH2:63][CH2:64][NH:65][C:50](=[O:52])[C:49]1[CH:53]=[CH:54][CH:55]=[C:47]([C:43]2[C:41]3[CH:42]=[C:38]([CH2:37][C:36]4[CH:56]=[CH:57][CH:58]=[C:34]([C:33]([F:32])([F:60])[F:59])[CH:35]=4)[S:39][C:40]=3[CH:46]=[CH:45][CH:44]=2)[CH:48]=1, predict the reactants needed to synthesize it.